This data is from NCI-60 drug combinations with 297,098 pairs across 59 cell lines. The task is: Regression. Given two drug SMILES strings and cell line genomic features, predict the synergy score measuring deviation from expected non-interaction effect. (1) Drug 1: CC1=CC2C(CCC3(C2CCC3(C(=O)C)OC(=O)C)C)C4(C1=CC(=O)CC4)C. Drug 2: CC1=C(C(=CC=C1)Cl)NC(=O)C2=CN=C(S2)NC3=CC(=NC(=N3)C)N4CCN(CC4)CCO. Cell line: UO-31. Synergy scores: CSS=25.9, Synergy_ZIP=0.502, Synergy_Bliss=6.08, Synergy_Loewe=-51.4, Synergy_HSA=6.49. (2) Drug 1: CNC(=O)C1=NC=CC(=C1)OC2=CC=C(C=C2)NC(=O)NC3=CC(=C(C=C3)Cl)C(F)(F)F. Drug 2: CCC1(CC2CC(C3=C(CCN(C2)C1)C4=CC=CC=C4N3)(C5=C(C=C6C(=C5)C78CCN9C7C(C=CC9)(C(C(C8N6C)(C(=O)OC)O)OC(=O)C)CC)OC)C(=O)OC)O.OS(=O)(=O)O. Cell line: NCI-H322M. Synergy scores: CSS=-3.35, Synergy_ZIP=4.23, Synergy_Bliss=6.00, Synergy_Loewe=-1.84, Synergy_HSA=-0.0653.